This data is from Reaction yield outcomes from USPTO patents with 853,638 reactions. The task is: Predict the reaction yield, written as a fraction of the theoretical maximum amount of product (1.0 means a 100% yield; for example, 0.34 means a 34% yield). (1) The reactants are [CH3:1][O:2][C:3]1[CH:8]=[C:7]([CH3:9])[C:6]([C:10]2[C:15]([CH3:16])=[CH:14][N:13](O)[CH2:12][C:11]=2[CH3:18])=[C:5]([CH3:19])[CH:4]=1.O.[PH2]([O-])=O.[Na+]. The catalyst is C(O)(=O)C.[Pd]. The product is [CH3:1][O:2][C:3]1[CH:4]=[C:5]([CH3:19])[C:6]([C:10]2[C:15]([CH3:16])=[CH:14][N:13]=[CH:12][C:11]=2[CH3:18])=[C:7]([CH3:9])[CH:8]=1. The yield is 0.979. (2) The reactants are [CH3:1][C:2]1([CH3:15])[C:11]2[C:6](=[CH:7][C:8]([N+:12]([O-:14])=[O:13])=[CH:9][CH:10]=2)[NH:5][CH2:4][CH2:3]1.[CH3:16][C:17]([O:20][C:21](O[C:21]([O:20][C:17]([CH3:19])([CH3:18])[CH3:16])=[O:22])=[O:22])([CH3:19])[CH3:18]. No catalyst specified. The product is [C:17]([O:20][C:21]([N:5]1[C:6]2[C:11](=[CH:10][CH:9]=[C:8]([N+:12]([O-:14])=[O:13])[CH:7]=2)[C:2]([CH3:15])([CH3:1])[CH2:3][CH2:4]1)=[O:22])([CH3:19])([CH3:18])[CH3:16]. The yield is 0.220. (3) The yield is 0.800. The catalyst is ClCCl.C1COCC1. The product is [NH:26]([C:23](=[O:25])[C@@H:5]([NH:4][C:1](=[O:3])[CH3:2])[CH2:6][S:7][CH2:8]/[CH:9]=[C:10](\[CH3:11])/[CH2:12][CH2:13]/[CH:14]=[C:15](\[CH3:16])/[CH2:17][CH2:18][CH:19]=[C:20]([CH3:22])[CH3:21])[NH2:27]. The reactants are [C:1]([NH:4][C@H:5]([C:23]([OH:25])=O)[CH2:6][S:7][CH2:8][CH:9]=[C:10]([CH2:12][CH2:13][CH:14]=[C:15]([CH2:17][CH2:18][CH:19]=[C:20]([CH3:22])[CH3:21])[CH3:16])[CH3:11])(=[O:3])[CH3:2].[NH2:26][NH2:27]. (4) The reactants are [Cl:1][C:2]1[CH:7]=[CH:6][C:5]([NH:8][C:9](=[O:14])[C:10]([F:13])([F:12])[F:11])=[C:4]([C:15]2[CH:20]=[C:19]([O:21]C)[N:18]=[CH:17][N:16]=2)[CH:3]=1.Br. The catalyst is CC(O)=O. The yield is 0.392. The product is [Cl:1][C:2]1[CH:7]=[CH:6][C:5]([NH:8][C:9](=[O:14])[C:10]([F:13])([F:11])[F:12])=[C:4]([C:15]2[CH:20]=[C:19]([OH:21])[N:18]=[CH:17][N:16]=2)[CH:3]=1. (5) The reactants are [CH3:1][Li].[CH3:3][O:4][C:5](=[O:22])[C@@H:6]([NH:11][C:12]([O:14][CH2:15][C:16]1[CH:21]=[CH:20][CH:19]=[CH:18][CH:17]=1)=[O:13])[CH2:7][C:8](Cl)=[O:9]. The catalyst is CCOCC.C1COCC1.[Cu]I. The product is [CH3:3][O:4][C:5](=[O:22])[C@@H:6]([NH:11][C:12]([O:14][CH2:15][C:16]1[CH:21]=[CH:20][CH:19]=[CH:18][CH:17]=1)=[O:13])[CH2:7][C:8](=[O:9])[CH3:1]. The yield is 0.260. (6) The reactants are [OH:1][C:2]1[CH:10]=[CH:9][C:8]([C:11]([F:14])([F:13])[F:12])=[CH:7][C:3]=1[C:4]([OH:6])=O.[F:15][C:16]([F:29])([F:28])[C:17]1[CH:18]=[C:19]([CH:21]=[C:22]([C:24]([F:27])([F:26])[F:25])[CH:23]=1)[NH2:20]. No catalyst specified. The product is [OH:1][C:2]1[CH:10]=[CH:9][C:8]([C:11]([F:14])([F:13])[F:12])=[CH:7][C:3]=1[C:4]([NH:20][C:19]1[CH:21]=[C:22]([C:24]([F:25])([F:26])[F:27])[CH:23]=[C:17]([C:16]([F:15])([F:28])[F:29])[CH:18]=1)=[O:6]. The yield is 0.447. (7) The reactants are [F:1][C:2]1[CH:7]=[CH:6][CH:5]=[CH:4][C:3]=1[OH:8].I[CH2:10][CH3:11].C(=O)([O-])[O-].[K+].[K+]. The catalyst is CC(C)=O. The product is [CH2:10]([O:8][C:3]1[CH:4]=[CH:5][CH:6]=[CH:7][C:2]=1[F:1])[CH3:11]. The yield is 0.920.